This data is from Catalyst prediction with 721,799 reactions and 888 catalyst types from USPTO. The task is: Predict which catalyst facilitates the given reaction. (1) Reactant: [CH2:1]([S:3]([C:6]1[CH:13]=[CH:12][C:9]([CH2:10][NH2:11])=[CH:8][CH:7]=1)(=O)=O)[CH3:2].C(S(C1C=CC(C#N)=CC=1)(=O)=O)C.N. Product: [CH2:1]([S:3][C:6]1[CH:13]=[CH:12][C:9]([C:10]#[N:11])=[CH:8][CH:7]=1)[CH3:2]. The catalyst class is: 94. (2) Reactant: [CH3:1][C:2]1[C:6]([CH2:7][N:8]2[CH:12]=[C:11]([N:13]3[C:17](=[O:18])[CH:16]([CH2:19][C:20]([OH:22])=O)[NH:15][C:14]3=[O:23])[CH:10]=[N:9]2)=[C:5]([CH3:24])[O:4][N:3]=1.[NH2:25][C:26]1[CH:31]=[CH:30][CH:29]=[CH:28][CH:27]=1. Product: [CH3:1][C:2]1[C:6]([CH2:7][N:8]2[CH:12]=[C:11]([N:13]3[C:17](=[O:18])[CH:16]([CH2:19][C:20]([NH:25][C:26]4[CH:31]=[CH:30][CH:29]=[CH:28][CH:27]=4)=[O:22])[NH:15][C:14]3=[O:23])[CH:10]=[N:9]2)=[C:5]([CH3:24])[O:4][N:3]=1. The catalyst class is: 39. (3) Reactant: [CH:1]([C:4]1[CH:9]=[CH:8][C:7]([OH:10])=[CH:6][CH:5]=1)([CH3:3])[CH3:2].[C:11]([O-])([O-:13])=[O:12].[K+].[K+].Cl. Product: [OH:10][C:7]1[CH:8]=[CH:9][C:4]([CH:1]([CH3:3])[CH3:2])=[CH:5][C:6]=1[C:11]([OH:13])=[O:12]. The catalyst class is: 13. (4) Reactant: S(OOS([O-])(=O)=O)([O-])(=O)=O.[K+].[K+].S([O-])([O:16][CH2:17][CH2:18]CCCCCCCCCC)(=O)=O.[Na+].[C:31](=[O:34])([O-])[O-:32].[Na+].[Na+].[OH-].[Na+].C(NC(=O)C=C)N[C:41](=O)[CH:42]=[CH2:43]. Product: [C:31]([O:32][CH2:18][CH2:17][OH:16])(=[O:34])[C:42]([CH3:43])=[CH2:41]. The catalyst class is: 6. (5) Reactant: Br.C(OC(=O)[NH:8][C:9]1[CH:14]=[CH:13][CH:12]=[CH:11][C:10]=1[NH:15][C:16](=[O:37])/[CH:17]=[CH:18]/[C:19]1[CH:23]=[CH:22][N:21]([S:24]([C:27]2[CH:36]=[CH:35][C:34]3[C:29](=[CH:30][CH:31]=[CH:32][CH:33]=3)[CH:28]=2)(=[O:26])=[O:25])[CH:20]=1)(C)(C)C. Product: [NH2:8][C:9]1[CH:14]=[CH:13][CH:12]=[CH:11][C:10]=1[NH:15][C:16](=[O:37])/[CH:17]=[CH:18]/[C:19]1[CH:23]=[CH:22][N:21]([S:24]([C:27]2[CH:36]=[CH:35][C:34]3[C:29](=[CH:30][CH:31]=[CH:32][CH:33]=3)[CH:28]=2)(=[O:26])=[O:25])[CH:20]=1. The catalyst class is: 342. (6) Reactant: [CH3:1][O:2][C:3](=[O:12])[C:4]1[CH:9]=[C:8]([Br:10])[CH:7]=[CH:6][C:5]=1[OH:11].[CH3:13][N:14]([CH3:18])[C:15](Cl)=[S:16].C1N2CCN(CC2)C1.Cl. Product: [CH3:1][O:2][C:3](=[O:12])[C:4]1[CH:9]=[C:8]([Br:10])[CH:7]=[CH:6][C:5]=1[O:11][C:15](=[S:16])[N:14]([CH3:18])[CH3:13]. The catalyst class is: 18.